From a dataset of Forward reaction prediction with 1.9M reactions from USPTO patents (1976-2016). Predict the product of the given reaction. (1) Given the reactants C(O[C:6]([NH:8][CH:9]1[CH2:13][CH2:12][N:11]([C:14]2[C:23]3[C:18](=[CH:19][C:20]([Cl:24])=[CH:21][CH:22]=3)[N:17]=[CH:16][CH:15]=2)[CH2:10]1)=[O:7])(C)(C)C.FC(F)(F)C(O)=O.[F:32][C:33]1[CH:38]=[CH:37][C:36]([N:39]=C=O)=[CH:35][CH:34]=1.C(N(CC)CC)C, predict the reaction product. The product is: [F:32][C:33]1[CH:38]=[CH:37][C:36]([NH:39][C:6]([NH:8][CH:9]2[CH2:13][CH2:12][N:11]([C:14]3[C:23]4[C:18](=[CH:19][C:20]([Cl:24])=[CH:21][CH:22]=4)[N:17]=[CH:16][CH:15]=3)[CH2:10]2)=[O:7])=[CH:35][CH:34]=1. (2) Given the reactants [NH:1]1[CH:5]=[CH:4][N:3]=[C:2]1[CH2:6][NH:7][CH2:8][C:9]1[CH:10]=[CH:11][C:12]2[N:16]=[C:15]([CH2:17][CH2:18][CH2:19][CH2:20][N:21]([CH2:25][CH2:26][CH3:27])[CH2:22][CH2:23][CH3:24])[N:14]([CH2:28][CH2:29][CH3:30])[C:13]=2[CH:31]=1.C(O)(=O)C.C[N:37]1[CH:41]=[CH:40][N:39]=[C:38]1[CH:42]=O.C([BH3-])#N.[Na+], predict the reaction product. The product is: [NH:3]1[CH:4]=[CH:5][N:1]=[C:2]1[CH2:6][N:7]([CH2:8][C:9]1[CH:10]=[CH:11][C:12]2[N:16]=[C:15]([CH2:17][CH2:18][CH2:19][CH2:20][N:21]([CH2:22][CH2:23][CH3:24])[CH2:25][CH2:26][CH3:27])[N:14]([CH2:28][CH2:29][CH3:30])[C:13]=2[CH:31]=1)[CH2:42][C:38]1[NH:37][CH:41]=[CH:40][N:39]=1. (3) Given the reactants [NH2:1][CH:2]1[CH2:7][CH2:6][N:5]([CH2:8][CH2:9][N:10]2[C:19]3[C:14](=[CH:15][CH:16]=[C:17]([C:20]#[N:21])[CH:18]=3)[CH:13]=[CH:12][C:11]2=[O:22])[CH2:4][CH2:3]1.[O:23]=[C:24]1[CH2:29][O:28][C:27]2[CH:30]=[CH:31][C:32]([CH:34]=O)=[N:33][C:26]=2[NH:25]1.C(O[BH-](OC(=O)C)OC(=O)C)(=O)C.[Na+], predict the reaction product. The product is: [O:22]=[C:11]1[CH:12]=[CH:13][C:14]2[C:19](=[CH:18][C:17]([C:20]#[N:21])=[CH:16][CH:15]=2)[N:10]1[CH2:9][CH2:8][N:5]1[CH2:6][CH2:7][CH:2]([NH:1][CH2:34][C:32]2[CH:31]=[CH:30][C:27]3[O:28][CH2:29][C:24](=[O:23])[NH:25][C:26]=3[N:33]=2)[CH2:3][CH2:4]1. (4) Given the reactants [Cl:1][C:2]1[CH:3]=[C:4]2[N:25]=[C:24]([O:26][C@H:27]3[C@H:31]4[O:32][CH2:33][C@@H:34]([OH:35])[C@H:30]4[O:29][CH2:28]3)[N:23]([CH2:36][O:37][CH2:38][CH2:39][Si:40]([CH3:43])([CH3:42])[CH3:41])[C:5]2=[N:6][C:7]=1[C:8]1[CH:13]=[CH:12][C:11](B2OC(C)(C)C(C)(C)O2)=[CH:10][CH:9]=1.Br[C:45]1[CH:50]=[CH:49][C:48]([CH2:51][N:52]=[S:53]([CH3:60])(=[O:59])[N:54]2[CH2:58][CH2:57][CH2:56][CH2:55]2)=[CH:47][CH:46]=1, predict the reaction product. The product is: [Cl:1][C:2]1[CH:3]=[C:4]2[N:25]=[C:24]([O:26][C@H:27]3[C@H:31]4[O:32][CH2:33][C@@H:34]([OH:35])[C@H:30]4[O:29][CH2:28]3)[N:23]([CH2:36][O:37][CH2:38][CH2:39][Si:40]([CH3:43])([CH3:42])[CH3:41])[C:5]2=[N:6][C:7]=1[C:8]1[CH:9]=[CH:10][C:11]([C:45]2[CH:50]=[CH:49][C:48]([CH2:51][N:52]=[S:53]([CH3:60])(=[O:59])[N:54]3[CH2:58][CH2:57][CH2:56][CH2:55]3)=[CH:47][CH:46]=2)=[CH:12][CH:13]=1. (5) Given the reactants [Cl:1][C:2]1[N:6]([CH3:7])[CH:5]=[N:4][C:3]=1[CH2:8][S:9][C:10]1[N:15]=[C:14]([OH:16])[CH:13]=[C:12]([CH3:17])[N:11]=1.Cl.O1CCOCC1, predict the reaction product. The product is: [ClH:1].[Cl:1][C:2]1[N:6]([CH3:7])[CH:5]=[N:4][C:3]=1[CH2:8][S:9][C:10]1[N:15]=[C:14]([OH:16])[CH:13]=[C:12]([CH3:17])[N:11]=1. (6) Given the reactants CC1(C)[O:6][C@@H:5]([CH2:7][CH2:8][NH:9][C:10]([CH:12]2[CH:16]([C:17]3[CH:22]=[CH:21][CH:20]=[C:19]([Cl:23])[C:18]=3[F:24])[C:15]([C:27]3[CH:32]=[CH:31][C:30]([Cl:33])=[CH:29][C:28]=3[F:34])([C:25]#[N:26])[CH:14]([CH2:35][C:36]([CH3:40])([CH3:39])[CH:37]=[CH2:38])[NH:13]2)=[O:11])[CH2:4][O:3]1.Cl, predict the reaction product. The product is: [OH:6][C@H:5]([CH2:4][OH:3])[CH2:7][CH2:8][NH:9][C:10]([CH:12]1[CH:16]([C:17]2[CH:22]=[CH:21][CH:20]=[C:19]([Cl:23])[C:18]=2[F:24])[C:15]([C:27]2[CH:32]=[CH:31][C:30]([Cl:33])=[CH:29][C:28]=2[F:34])([C:25]#[N:26])[CH:14]([CH2:35][C:36]([CH3:39])([CH3:40])[CH:37]=[CH2:38])[NH:13]1)=[O:11]. (7) Given the reactants [F:1][C:2]([F:34])([F:33])[C:3]1[CH:4]=[C:5]([CH:26]=[C:27]([C:29]([F:32])([F:31])[F:30])[CH:28]=1)[CH2:6][N:7]([CH2:14][C:15]1[CH:20]=[C:19]([C:21]([F:24])([F:23])[F:22])[CH:18]=[CH:17][C:16]=1Br)[C:8]1[N:9]=[N:10][N:11]([CH3:13])[N:12]=1.[Cu](C#N)[C:36]#[N:37], predict the reaction product. The product is: [F:1][C:2]([F:34])([F:33])[C:3]1[CH:4]=[C:5]([CH:26]=[C:27]([C:29]([F:32])([F:31])[F:30])[CH:28]=1)[CH2:6][N:7]([CH2:14][C:15]1[CH:20]=[C:19]([C:21]([F:24])([F:23])[F:22])[CH:18]=[CH:17][C:16]=1[C:36]#[N:37])[C:8]1[N:9]=[N:10][N:11]([CH3:13])[N:12]=1.